This data is from Catalyst prediction with 721,799 reactions and 888 catalyst types from USPTO. The task is: Predict which catalyst facilitates the given reaction. (1) Reactant: [C:1](Cl)(=[O:10])[CH:2]=[CH:3][C:4]1[CH:9]=[CH:8][CH:7]=[CH:6][CH:5]=1.[C:12]([C:16]1[CH:42]=[CH:41][C:19]([CH2:20][O:21][C:22]2[CH:23]=[C:24]([CH:38]=[CH:39][CH:40]=2)[C:25]([NH:27][C:28]2[CH:33]=[CH:32][CH:31]=[CH:30][C:29]=2[S:34](=[O:37])(=[O:36])[NH2:35])=[O:26])=[CH:18][CH:17]=1)([CH3:15])([CH3:14])[CH3:13]. Product: [C:12]([C:16]1[CH:42]=[CH:41][C:19]([CH2:20][O:21][C:22]2[CH:23]=[C:24]([CH:38]=[CH:39][CH:40]=2)[C:25]([NH:27][C:28]2[CH:33]=[CH:32][CH:31]=[CH:30][C:29]=2[S:34]([NH:35][C:1](=[O:10])[CH:2]=[CH:3][C:4]2[CH:9]=[CH:8][CH:7]=[CH:6][CH:5]=2)(=[O:36])=[O:37])=[O:26])=[CH:18][CH:17]=1)([CH3:15])([CH3:13])[CH3:14]. The catalyst class is: 367. (2) Reactant: Cl[C:2]1[N:7]=[CH:6][C:5]([CH2:8][C:9]2[CH:10]=[C:11]3[C:16](=[C:17]4[CH:22]=[CH:21][CH:20]=[CH:19][C:18]=24)[N:15]=[CH:14][N:13]([C@@H:23]2[CH2:28][CH2:27][CH2:26][CH2:25][C@H:24]2[OH:29])[C:12]3=[O:30])=[CH:4][CH:3]=1.CN[C@@H]1CCCC[C@H]1NC.[CH3:41][OH:42]. Product: [OH:29][C@@H:24]1[CH2:25][CH2:26][CH2:27][CH2:28][C@H:23]1[N:13]1[C:12](=[O:30])[C:11]2[C:16](=[C:17]3[CH:22]=[CH:21][CH:20]=[CH:19][C:18]3=[C:9]([CH2:8][C:5]3[CH:6]=[N:7][C:2]([O:42][CH3:41])=[CH:3][CH:4]=3)[CH:10]=2)[N:15]=[CH:14]1. The catalyst class is: 205.